This data is from Reaction yield outcomes from USPTO patents with 853,638 reactions. The task is: Predict the reaction yield, written as a fraction of the theoretical maximum amount of product (1.0 means a 100% yield; for example, 0.34 means a 34% yield). (1) The reactants are [CH3:1][O:2][C:3]1[CH:4]=[C:5]2[C:9](=[CH:10][C:11]=1[N+:12]([O-:14])=[O:13])[NH:8][CH2:7][CH2:6]2.C(N(C(C)C)CC)(C)C.[C:24](Cl)(=[O:27])[CH:25]=[CH2:26].[CH:29]([N:32]1[CH2:37][CH2:36][NH:35][CH2:34][CH2:33]1)([CH3:31])[CH3:30]. The catalyst is ClCCl.C(O)C. The product is [CH3:30][CH:29]([N:32]1[CH2:37][CH2:36][N:35]([CH2:26][CH2:25][C:24]([N:8]2[C:9]3[C:5](=[CH:4][C:3]([O:2][CH3:1])=[C:11]([N+:12]([O-:14])=[O:13])[CH:10]=3)[CH2:6][CH2:7]2)=[O:27])[CH2:34][CH2:33]1)[CH3:31]. The yield is 0.790. (2) The reactants are [C:1]1([CH2:7][N:8]2[CH2:13][CH:12]=[C:11]([CH2:14][CH2:15][OH:16])[CH2:10][CH2:9]2)[CH:6]=[CH:5][CH:4]=[CH:3][CH:2]=1.[Br:17][C:18]1[CH:23]=[CH:22][CH:21]=[CH:20][C:19]=1O. No catalyst specified. The product is [CH2:7]([N:8]1[CH2:9][CH:10]=[C:11]([CH2:14][CH2:15][O:16][C:19]2[CH:20]=[CH:21][CH:22]=[CH:23][C:18]=2[Br:17])[CH2:12][CH2:13]1)[C:1]1[CH:2]=[CH:3][CH:4]=[CH:5][CH:6]=1. The yield is 0.330. (3) The reactants are [CH3:1][C:2]1[CH:3]=[C:4]([C:19]2[S:23][C:22](/[CH:24]=[CH:25]/[C:26]3[CH:35]=[CH:34][C:29]([C:30]([O:32][CH3:33])=[O:31])=[CH:28][CH:27]=3)=[N:21][CH:20]=2)[CH:5]=[C:6]([NH:8][C:9]2[N:14]=[C:13]([C:15]([F:18])([F:17])[F:16])[CH:12]=[CH:11][N:10]=2)[CH:7]=1. The catalyst is CCOC(C)=O.[Pd]. The product is [CH3:1][C:2]1[CH:3]=[C:4]([C:19]2[S:23][C:22]([CH2:24][CH2:25][C:26]3[CH:27]=[CH:28][C:29]([C:30]([O:32][CH3:33])=[O:31])=[CH:34][CH:35]=3)=[N:21][CH:20]=2)[CH:5]=[C:6]([NH:8][C:9]2[N:14]=[C:13]([C:15]([F:18])([F:17])[F:16])[CH:12]=[CH:11][N:10]=2)[CH:7]=1. The yield is 0.820. (4) The reactants are [Mg].Br[C:3]1[CH:8]=[CH:7][CH:6]=[CH:5][C:4]=1[C:9]1[CH:14]=[CH:13][C:12]([C:15]([F:18])([F:17])[F:16])=[CH:11][CH:10]=1.II.Cl[P:22]([C:27]([CH3:30])([CH3:29])[CH3:28])[C:23]([CH3:26])([CH3:25])[CH3:24]. The catalyst is CCOCC. The product is [C:23]([P:22]([C:27]([CH3:30])([CH3:29])[CH3:28])[C:3]1[CH:8]=[CH:7][CH:6]=[CH:5][C:4]=1[C:9]1[CH:14]=[CH:13][C:12]([C:15]([F:18])([F:17])[F:16])=[CH:11][CH:10]=1)([CH3:26])([CH3:25])[CH3:24]. The yield is 0.110. (5) The yield is 0.990. The product is [Br:1][CH:2]([CH2:6][O:7][CH2:8][C:9]1[CH:14]=[CH:13][CH:12]=[CH:11][CH:10]=1)[C:3]([O:5][CH3:19])=[O:4]. No catalyst specified. The reactants are [Br:1][CH:2]([CH2:6][O:7][CH2:8][C:9]1[CH:14]=[CH:13][CH:12]=[CH:11][CH:10]=1)[C:3]([OH:5])=[O:4].S(Cl)(Cl)=O.[CH3:19]O.